This data is from Merck oncology drug combination screen with 23,052 pairs across 39 cell lines. The task is: Regression. Given two drug SMILES strings and cell line genomic features, predict the synergy score measuring deviation from expected non-interaction effect. (1) Drug 1: CC(=O)OC1C(=O)C2(C)C(O)CC3OCC3(OC(C)=O)C2C(OC(=O)c2ccccc2)C2(O)CC(OC(=O)C(O)C(NC(=O)c3ccccc3)c3ccccc3)C(C)=C1C2(C)C. Drug 2: COC1=C2CC(C)CC(OC)C(O)C(C)C=C(C)C(OC(N)=O)C(OC)C=CC=C(C)C(=O)NC(=CC1=O)C2=O. Cell line: UACC62. Synergy scores: synergy=3.40. (2) Drug 1: CC1(c2nc3c(C(N)=O)cccc3[nH]2)CCCN1. Drug 2: CCc1cnn2c(NCc3ccc[n+]([O-])c3)cc(N3CCCCC3CCO)nc12. Cell line: UWB1289. Synergy scores: synergy=8.27. (3) Drug 1: COC12C(COC(N)=O)C3=C(C(=O)C(C)=C(N)C3=O)N1CC1NC12. Drug 2: CNC(=O)c1cc(Oc2ccc(NC(=O)Nc3ccc(Cl)c(C(F)(F)F)c3)cc2)ccn1. Cell line: A2780. Synergy scores: synergy=-23.5. (4) Drug 1: CN(C)C(=N)N=C(N)N. Drug 2: NC1(c2ccc(-c3nc4ccn5c(=O)[nH]nc5c4cc3-c3ccccc3)cc2)CCC1. Cell line: NCIH1650. Synergy scores: synergy=-1.63. (5) Drug 1: COc1cccc2c1C(=O)c1c(O)c3c(c(O)c1C2=O)CC(O)(C(=O)CO)CC3OC1CC(N)C(O)C(C)O1. Drug 2: CS(=O)(=O)CCNCc1ccc(-c2ccc3ncnc(Nc4ccc(OCc5cccc(F)c5)c(Cl)c4)c3c2)o1. Cell line: OV90. Synergy scores: synergy=-19.3.